Dataset: Drug-target binding data from BindingDB using IC50 measurements. Task: Regression. Given a target protein amino acid sequence and a drug SMILES string, predict the binding affinity score between them. We predict pIC50 (pIC50 = -log10(IC50 in M); higher means more potent). Dataset: bindingdb_ic50. The small molecule is Nc1ccccc1C(=O)NC1C(O)OC(CO)C(O)C1O. The target protein (P04806) has sequence MVHLGPKKPQARKGSMADVPKELMDEIHQLEDMFTVDSETLRKVVKHFIDELNKGLTKKGGNIPMIPGWVMEFPTGKESGNYLAIDLGGTNLRVVLVKLSGNHTFDTTQSKYKLPHDMRTTKHQEELWSFIADSLKDFMVEQELLNTKDTLPLGFTFSYPASQNKINEGILQRWTKGFDIPNVEGHDVVPLLQNEISKRELPIEIVALINDTVGTLIASYYTDPETKMGVIFGTGVNGAFYDVVSDIEKLEGKLADDIPSNSPMAINCEYGSFDNEHLVLPRTKYDVAVDEQSPRPGQQAFEKMTSGYYLGELLRLVLLELNEKGLMLKDQDLSKLKQPYIMDTSYPARIEDDPFENLEDTDDIFQKDFGVKTTLPERKLIRRLCELIGTRAARLAVCGIAAICQKRGYKTGHIAADGSVYNKYPGFKEAAAKGLRDIYGWTGDASKDPITIVPAEDGSGAGAAVIAALSEKRIAEGKSLGIIGA. The pIC50 is 3.0.